From a dataset of Catalyst prediction with 721,799 reactions and 888 catalyst types from USPTO. Predict which catalyst facilitates the given reaction. (1) Reactant: [N:1]1[CH:6]=[CH:5][CH:4]=[C:3]([CH2:7][NH:8][C:9]([NH:11][CH2:12][CH2:13][CH2:14][CH2:15][CH2:16][N:17]2[C:25]3[C:20](=[CH:21][CH:22]=[CH:23][CH:24]=3)[C:19]([C:26]([O:28]CC)=[O:27])=[CH:18]2)=[O:10])[CH:2]=1. Product: [N:1]1[CH:6]=[CH:5][CH:4]=[C:3]([CH2:7][NH:8][C:9]([NH:11][CH2:12][CH2:13][CH2:14][CH2:15][CH2:16][N:17]2[C:25]3[C:20](=[CH:21][CH:22]=[CH:23][CH:24]=3)[C:19]([C:26]([OH:28])=[O:27])=[CH:18]2)=[O:10])[CH:2]=1. The catalyst class is: 87. (2) Reactant: C([O:5][C:6]([NH:8][C@@H:9]([CH2:13][C:14]1[CH:19]=[CH:18][CH:17]=[CH:16][CH:15]=1)[C@@H:10]1[O:12][CH2:11]1)=[O:7])(C)(C)C.C(O)(=O)CC(CC(O)=O)(C(O)=O)O. Product: [CH2:13]([C@H:9]1[C@H:10]([CH2:11][OH:12])[O:5][C:6](=[O:7])[NH:8]1)[C:14]1[CH:15]=[CH:16][CH:17]=[CH:18][CH:19]=1. The catalyst class is: 8. (3) Reactant: [NH2:1][C:2]1[N:7]=[C:6]([Cl:8])[C:5]([CH2:9][C:10](OCC)=[O:11])=[C:4]([NH:15][CH2:16][CH:17]2[CH2:22][CH2:21][O:20][CH2:19][CH2:18]2)[N:3]=1.CC([O-])(C)C.[K+]. Product: [NH2:1][C:2]1[N:7]=[C:6]([Cl:8])[C:5]2[CH2:9][C:10](=[O:11])[N:15]([CH2:16][CH:17]3[CH2:22][CH2:21][O:20][CH2:19][CH2:18]3)[C:4]=2[N:3]=1. The catalyst class is: 114.